This data is from Forward reaction prediction with 1.9M reactions from USPTO patents (1976-2016). The task is: Predict the product of the given reaction. The product is: [F:16][C:10]1[CH:9]=[C:8]([CH:6]2[CH2:5][CH2:4][CH2:3][CH2:2][NH:1]2)[CH:13]=[C:12]([F:14])[C:11]=1[F:15]. Given the reactants [NH2:1][CH2:2][CH2:3][CH2:4][CH2:5][C:6]([C:8]1[CH:13]=[C:12]([F:14])[C:11]([F:15])=[C:10]([F:16])[CH:9]=1)=O.[BH4-].[Na+], predict the reaction product.